From a dataset of Reaction yield outcomes from USPTO patents with 853,638 reactions. Predict the reaction yield, written as a fraction of the theoretical maximum amount of product (1.0 means a 100% yield; for example, 0.34 means a 34% yield). (1) The reactants are [Cl:1][C:2]1[CH:3]=[C:4]([C:8]2[CH:17]=[C:16]([OH:18])[C:15]([O:19][CH3:20])=[C:14]3[C:9]=2[CH:10]=[N:11][C:12]([NH:21][CH3:22])=[N:13]3)[CH:5]=[CH:6][CH:7]=1.CN(C=O)C.C(=O)([O-])[O-].[K+].[K+].Br[CH2:35][C:36]([O:38][CH2:39][CH3:40])=[O:37]. The catalyst is O. The product is [Cl:1][C:2]1[CH:3]=[C:4]([C:8]2[CH:17]=[C:16]([O:18][CH2:35][C:36]([O:38][CH2:39][CH3:40])=[O:37])[C:15]([O:19][CH3:20])=[C:14]3[C:9]=2[CH:10]=[N:11][C:12]([NH:21][CH3:22])=[N:13]3)[CH:5]=[CH:6][CH:7]=1. The yield is 0.900. (2) The catalyst is C(Cl)Cl. The reactants are [Cl:1][C:2]1[CH:3]=[C:4]([C@@H:12]([CH2:22][CH:23]2[CH2:27][CH2:26][CH2:25][CH2:24]2)[C:13]([NH:15][C:16]2[CH:20]=[CH:19][N:18]([CH3:21])[N:17]=2)=[O:14])[CH:5]=[CH:6][C:7]=1[S:8]([CH3:11])(=[O:10])=[O:9].C(Cl)(=O)C(Cl)=O.N1C(C)=[CH:38][CH:37]=[CH:36][C:35]=1[CH3:41].C(N1C=CC(N)=N1)CCCCC. The yield is 0.680. The product is [Cl:1][C:2]1[CH:3]=[C:4]([C@@H:12]([CH2:22][CH:23]2[CH2:24][CH2:25][CH2:26][CH2:27]2)[C:13]([NH:15][C:16]2[CH:20]=[CH:19][N:18]([CH2:21][CH2:41][CH2:35][CH2:36][CH2:37][CH3:38])[N:17]=2)=[O:14])[CH:5]=[CH:6][C:7]=1[S:8]([CH3:11])(=[O:10])=[O:9]. (3) The reactants are [CH2:1]([C:7]1[CH:8]=[C:9]2[C:14](=[C:15]([O:17][CH:18]3[CH2:23][CH2:22][NH:21][CH2:20][CH2:19]3)[CH:16]=1)[N:13]=[CH:12][CH:11]=[CH:10]2)[CH2:2][CH2:3][CH2:4][CH2:5][CH3:6].[CH:24]([CH:26]1[CH2:31][CH2:30][CH:29]([C:32]([OH:34])=[O:33])[CH2:28][CH2:27]1)=O.C(O[BH-](OC(=O)C)OC(=O)C)(=O)C.[Na+].P([O-])([O-])([O-])=O. The catalyst is C(Cl)Cl. The product is [CH2:1]([C:7]1[CH:8]=[C:9]2[C:14](=[C:15]([O:17][CH:18]3[CH2:23][CH2:22][N:21]([CH2:24][CH:26]4[CH2:31][CH2:30][CH:29]([C:32]([OH:34])=[O:33])[CH2:28][CH2:27]4)[CH2:20][CH2:19]3)[CH:16]=1)[N:13]=[CH:12][CH:11]=[CH:10]2)[CH2:2][CH2:3][CH2:4][CH2:5][CH3:6]. The yield is 0.910. (4) The reactants are [CH3:1][O:2][CH2:3][N:4]1[C:8]2[CH:9]=[CH:10][C:11]([C:13]([C:15]3[NH:19][N:18]=[CH:17][CH:16]=3)=[CH2:14])=[CH:12][C:7]=2[S:6][C:5]1=[O:20]. The catalyst is CCOC(C)=O.[Pd]. The product is [CH3:1][O:2][CH2:3][N:4]1[C:8]2[CH:9]=[CH:10][C:11]([CH:13]([C:15]3[NH:19][N:18]=[CH:17][CH:16]=3)[CH3:14])=[CH:12][C:7]=2[S:6][C:5]1=[O:20]. The yield is 0.920. (5) The reactants are [CH3:1][O:2][C:3](=[O:13])[C:4]1[CH:9]=[C:8]([C:10]#[N:11])[CH:7]=[CH:6][C:5]=1Br.[N+:14]([C:17]1[CH:22]=[CH:21][CH:20]=[CH:19][C:18]=1B(O)O)([O-:16])=[O:15].C([O-])([O-])=O.[K+].[K+]. The catalyst is O.O1CCOCC1.C1C=CC(P(C2C=CC=CC=2)[C-]2C=CC=C2)=CC=1.C1C=CC(P(C2C=CC=CC=2)[C-]2C=CC=C2)=CC=1.Cl[Pd]Cl.[Fe+2]. The product is [CH3:1][O:2][C:3]([C:4]1[C:5]([C:18]2[CH:19]=[CH:20][CH:21]=[CH:22][C:17]=2[N+:14]([O-:16])=[O:15])=[CH:6][CH:7]=[C:8]([C:10]#[N:11])[CH:9]=1)=[O:13]. The yield is 0.510. (6) The reactants are C(NC(C)C)(C)C.C([Li])CCC.[Br:13][C:14]1[CH:15]=[CH:16][C:17]2[S:21][CH:20]=[CH:19][C:18]=2[CH:22]=1.Cl[Si:24]([CH3:27])([CH3:26])[CH3:25]. The catalyst is C1COCC1. The product is [Br:13][C:14]1[CH:15]=[CH:16][C:17]2[S:21][C:20]([Si:24]([CH3:27])([CH3:26])[CH3:25])=[CH:19][C:18]=2[CH:22]=1. The yield is 0.980. (7) The reactants are [N:1]1[CH:6]=[CH:5][CH:4]=[C:3]([C:7]2[S:8][CH:9]=[C:10]([CH:12]=[O:13])[N:11]=2)[CH:2]=1.[BH4-].[Na+]. The catalyst is C1COCC1.CO. The product is [N:1]1[CH:6]=[CH:5][CH:4]=[C:3]([C:7]2[S:8][CH:9]=[C:10]([CH2:12][OH:13])[N:11]=2)[CH:2]=1. The yield is 0.310.